This data is from Peptide-MHC class I binding affinity with 185,985 pairs from IEDB/IMGT. The task is: Regression. Given a peptide amino acid sequence and an MHC pseudo amino acid sequence, predict their binding affinity value. This is MHC class I binding data. (1) The MHC is HLA-A33:01 with pseudo-sequence HLA-A33:01. The peptide sequence is STLPETTVVR. The binding affinity (normalized) is 0.344. (2) The peptide sequence is AEKSRGRRI. The MHC is HLA-B15:01 with pseudo-sequence HLA-B15:01. The binding affinity (normalized) is 0.0847. (3) The peptide sequence is ETLGEKWKSR. The MHC is HLA-A26:01 with pseudo-sequence HLA-A26:01. The binding affinity (normalized) is 0.115. (4) The peptide sequence is LQMENKAWLV. The MHC is HLA-A02:06 with pseudo-sequence HLA-A02:06. The binding affinity (normalized) is 0.985. (5) The MHC is HLA-B15:02 with pseudo-sequence HLA-B15:02. The binding affinity (normalized) is 0.898. The peptide sequence is YLAGAGLAF. (6) The binding affinity (normalized) is 0.0847. The MHC is SLA-10401 with pseudo-sequence SLA-10401. The peptide sequence is MTRVTNNVY. (7) The peptide sequence is IVPEFAKQY. The MHC is HLA-A31:01 with pseudo-sequence HLA-A31:01. The binding affinity (normalized) is 0.0789. (8) The peptide sequence is GLVDLFVFS. The MHC is HLA-A68:02 with pseudo-sequence HLA-A68:02. The binding affinity (normalized) is 0.291. (9) The peptide sequence is ALSGFYYVQ. The MHC is HLA-A69:01 with pseudo-sequence HLA-A69:01. The binding affinity (normalized) is 0.282. (10) The MHC is HLA-A24:02 with pseudo-sequence HLA-A24:02. The peptide sequence is VGRAWENTI. The binding affinity (normalized) is 0.161.